From a dataset of Catalyst prediction with 721,799 reactions and 888 catalyst types from USPTO. Predict which catalyst facilitates the given reaction. (1) Reactant: [CH2:1]([NH:3][C:4]1[C:9]([N+:10]([O-])=O)=[CH:8][CH:7]=[C:6]([F:13])[N:5]=1)[CH3:2]. Product: [NH2:10][C:9]1[C:4]([NH:3][CH2:1][CH3:2])=[N:5][C:6]([F:13])=[CH:7][CH:8]=1. The catalyst class is: 833. (2) The catalyst class is: 13. Product: [CH2:1]([N:3]([CH2:6][C@H:7]1[N:12]([CH2:13][CH2:14][C@@H:15]([NH:24][C:25]2[CH:30]=[CH:29][C:28]([S:31]([NH2:34])(=[O:32])=[O:33])=[CH:27][C:26]=2[S:35]([C:38]([F:40])([F:39])[F:41])(=[O:37])=[O:36])[CH2:16][S:17][C:18]2[CH:19]=[CH:20][CH:21]=[CH:22][CH:23]=2)[CH2:11][CH2:10][O:9][CH2:8]1)[CH2:4][CH3:5])[CH3:2]. Reactant: [CH2:1]([N:3]([CH2:6][C@H:7]1[N:12]([C:13](=O)[CH2:14][C@@H:15]([NH:24][C:25]2[CH:30]=[CH:29][C:28]([S:31]([NH2:34])(=[O:33])=[O:32])=[CH:27][C:26]=2[S:35]([C:38]([F:41])([F:40])[F:39])(=[O:37])=[O:36])[CH2:16][S:17][C:18]2[CH:23]=[CH:22][CH:21]=[CH:20][CH:19]=2)[CH2:11][CH2:10][O:9][CH2:8]1)[CH2:4][CH3:5])[CH3:2].CO.Cl.C(=O)([O-])[O-].[Na+].[Na+].